Dataset: NCI-60 drug combinations with 297,098 pairs across 59 cell lines. Task: Regression. Given two drug SMILES strings and cell line genomic features, predict the synergy score measuring deviation from expected non-interaction effect. (1) Drug 1: CC1=C2C(C(=O)C3(C(CC4C(C3C(C(C2(C)C)(CC1OC(=O)C(C(C5=CC=CC=C5)NC(=O)OC(C)(C)C)O)O)OC(=O)C6=CC=CC=C6)(CO4)OC(=O)C)OC)C)OC. Drug 2: CS(=O)(=O)C1=CC(=C(C=C1)C(=O)NC2=CC(=C(C=C2)Cl)C3=CC=CC=N3)Cl. Cell line: EKVX. Synergy scores: CSS=60.3, Synergy_ZIP=17.2, Synergy_Bliss=16.7, Synergy_Loewe=9.13, Synergy_HSA=18.9. (2) Drug 1: CC1=C2C(C(=O)C3(C(CC4C(C3C(C(C2(C)C)(CC1OC(=O)C(C(C5=CC=CC=C5)NC(=O)OC(C)(C)C)O)O)OC(=O)C6=CC=CC=C6)(CO4)OC(=O)C)O)C)O. Drug 2: CCN(CC)CCCC(C)NC1=C2C=C(C=CC2=NC3=C1C=CC(=C3)Cl)OC. Cell line: SF-295. Synergy scores: CSS=15.2, Synergy_ZIP=5.96, Synergy_Bliss=4.38, Synergy_Loewe=10.5, Synergy_HSA=4.52. (3) Drug 2: CN(C(=O)NC(C=O)C(C(C(CO)O)O)O)N=O. Cell line: IGROV1. Synergy scores: CSS=-3.09, Synergy_ZIP=-1.43, Synergy_Bliss=-8.51, Synergy_Loewe=-10.3, Synergy_HSA=-9.07. Drug 1: CCCS(=O)(=O)NC1=C(C(=C(C=C1)F)C(=O)C2=CNC3=C2C=C(C=N3)C4=CC=C(C=C4)Cl)F. (4) Drug 1: COC1=CC(=CC(=C1O)OC)C2C3C(COC3=O)C(C4=CC5=C(C=C24)OCO5)OC6C(C(C7C(O6)COC(O7)C8=CC=CS8)O)O. Drug 2: CCCCC(=O)OCC(=O)C1(CC(C2=C(C1)C(=C3C(=C2O)C(=O)C4=C(C3=O)C=CC=C4OC)O)OC5CC(C(C(O5)C)O)NC(=O)C(F)(F)F)O. Cell line: NCI/ADR-RES. Synergy scores: CSS=1.87, Synergy_ZIP=-0.769, Synergy_Bliss=-0.568, Synergy_Loewe=-0.119, Synergy_HSA=-0.0550. (5) Drug 1: CN1CCC(CC1)COC2=C(C=C3C(=C2)N=CN=C3NC4=C(C=C(C=C4)Br)F)OC. Drug 2: C1C(C(OC1N2C=NC(=NC2=O)N)CO)O. Cell line: SR. Synergy scores: CSS=26.2, Synergy_ZIP=2.52, Synergy_Bliss=7.66, Synergy_Loewe=-3.81, Synergy_HSA=7.78. (6) Drug 2: CCC(=C(C1=CC=CC=C1)C2=CC=C(C=C2)OCCN(C)C)C3=CC=CC=C3.C(C(=O)O)C(CC(=O)O)(C(=O)O)O. Cell line: BT-549. Drug 1: COC1=C(C=C2C(=C1)N=CN=C2NC3=CC(=C(C=C3)F)Cl)OCCCN4CCOCC4. Synergy scores: CSS=18.7, Synergy_ZIP=-2.38, Synergy_Bliss=-0.482, Synergy_Loewe=-3.19, Synergy_HSA=-0.566.